Dataset: Catalyst prediction with 721,799 reactions and 888 catalyst types from USPTO. Task: Predict which catalyst facilitates the given reaction. (1) Reactant: [CH3:1][O:2][C:3]1[CH:40]=[CH:39][C:6]([CH2:7][N:8]([CH2:30][C:31]2[CH:36]=[CH:35][C:34]([O:37][CH3:38])=[CH:33][CH:32]=2)[C:9]2[N:14]=[CH:13][C:12]([C:15]3[C:16]4[CH2:29][CH2:28][NH:27][C:17]=4[N:18]=[C:19]([N:21]4[CH2:26][CH2:25][O:24][CH2:23][CH2:22]4)[N:20]=3)=[CH:11][N:10]=2)=[CH:5][CH:4]=1.[C:41]([O:45][C:46](=[O:58])[N:47]([C:55](=[O:57])[CH3:56])[C:48]1[CH:53]=[CH:52][CH:51]=[C:50](Br)[CH:49]=1)([CH3:44])([CH3:43])[CH3:42].BrC1C=C(NC(=O)C)C=CC=1.C(=O)(OC(C)(C)C)OC(C)(C)C.COC(=O)C1C=CC(Br)=CC=1. Product: [C:41]([O:45][C:46](=[O:58])[N:47]([C:55](=[O:57])[CH3:56])[C:48]1[CH:49]=[CH:50][CH:51]=[C:52]([N:27]2[C:17]3[N:18]=[C:19]([N:21]4[CH2:26][CH2:25][O:24][CH2:23][CH2:22]4)[N:20]=[C:15]([C:12]4[CH:11]=[N:10][C:9]([N:8]([CH2:7][C:6]5[CH:5]=[CH:4][C:3]([O:2][CH3:1])=[CH:40][CH:39]=5)[CH2:30][C:31]5[CH:32]=[CH:33][C:34]([O:37][CH3:38])=[CH:35][CH:36]=5)=[N:14][CH:13]=4)[C:16]=3[CH2:29][CH2:28]2)[CH:53]=1)([CH3:44])([CH3:42])[CH3:43]. The catalyst class is: 616. (2) Reactant: [N+:1]([C:4]1[CH:20]=[CH:19][C:7]([O:8][C:9]2[CH:18]=[CH:17][C:12]3[B:13]([OH:16])[O:14][CH2:15][C:11]=3[CH:10]=2)=[CH:6][CH:5]=1)([O-])=O.[ClH:21]. Product: [ClH:21].[NH2:1][C:4]1[CH:20]=[CH:19][C:7]([O:8][C:9]2[CH:18]=[CH:17][C:12]3[B:13]([OH:16])[O:14][CH2:15][C:11]=3[CH:10]=2)=[CH:6][CH:5]=1. The catalyst class is: 5. (3) Reactant: C(#N)C.C([O-])([O-])=O.[Na+].[Na+].[N:10]1[CH:15]=[CH:14][CH:13]=[C:12]([C:16]2[S:17][C:18](B3OC(C)(C)C(C)(C)O3)=[CH:19][N:20]=2)[CH:11]=1.Cl[C:31]1[CH:40]=[CH:39][C:38]2[CH2:37][CH2:36][CH2:35][C:34](=[O:41])[C:33]=2[N:32]=1. Product: [N:10]1[CH:15]=[CH:14][CH:13]=[C:12]([C:16]2[S:17][C:18]([C:31]3[CH:40]=[CH:39][C:38]4[CH2:37][CH2:36][CH2:35][C:34](=[O:41])[C:33]=4[N:32]=3)=[CH:19][N:20]=2)[CH:11]=1. The catalyst class is: 103. (4) Reactant: Br[C:2]1[S:6][C:5]([C:7]2[C:8](=[O:18])[O:9][C:10]3[C:15]([CH:16]=2)=[CH:14][CH:13]=[CH:12][C:11]=3[Cl:17])=[N:4][CH:3]=1.[CH3:19][C:20]1[CH:21]=[C:22]([CH:24]=[C:25]([CH3:27])[CH:26]=1)[NH2:23].C([O-])([O-])=O.[Cs+].[Cs+]. Product: [Cl:17][C:11]1[CH:12]=[CH:13][CH:14]=[C:15]2[C:10]=1[O:9][C:8](=[O:18])[C:7]([C:5]1[S:6][C:2]([NH:23][C:22]3[CH:24]=[C:25]([CH3:27])[CH:26]=[C:20]([CH3:19])[CH:21]=3)=[CH:3][N:4]=1)=[CH:16]2. The catalyst class is: 102. (5) Reactant: [CH:1]12[N:7]([C:8]([O:10][C:11]([CH3:14])([CH3:13])[CH3:12])=[O:9])[CH:4]([CH2:5][CH2:6]1)[CH2:3][CH2:2]2.CN(CCN(C)C)C.[Li]C(CC)C.C1CCCCC1.CON(C)[C:37](=[O:44])[C:38]1[CH:43]=[CH:42][N:41]=[CH:40][CH:39]=1. Product: [C:37]([C:1]12[N:7]([C:8]([O:10][C:11]([CH3:14])([CH3:13])[CH3:12])=[O:9])[CH:4]([CH2:3][CH2:2]1)[CH2:5][CH2:6]2)(=[O:44])[C:38]1[CH:43]=[CH:42][N:41]=[CH:40][CH:39]=1. The catalyst class is: 28.